Dataset: Reaction yield outcomes from USPTO patents with 853,638 reactions. Task: Predict the reaction yield, written as a fraction of the theoretical maximum amount of product (1.0 means a 100% yield; for example, 0.34 means a 34% yield). (1) The reactants are Cl[C:2]1[CH:7]=[C:6]([CH:8]2[CH2:13][CH2:12][N:11]([CH:14]3[CH2:17][O:16][CH2:15]3)[CH2:10][CH2:9]2)[CH:5]=[C:4]([Cl:18])[N:3]=1.[F:19][CH:20]([F:28])[C:21]1[CH:26]=[CH:25][N:24]=[C:23]([NH2:27])[CH:22]=1.C(=O)([O-])[O-].[Cs+].[Cs+]. The catalyst is C1C=CC(/C=C/C(/C=C/C2C=CC=CC=2)=O)=CC=1.C1C=CC(/C=C/C(/C=C/C2C=CC=CC=2)=O)=CC=1.C1C=CC(/C=C/C(/C=C/C2C=CC=CC=2)=O)=CC=1.[Pd].[Pd].C1(P(C2C=CC=CC=2)C2C3OC4C(=CC=CC=4P(C4C=CC=CC=4)C4C=CC=CC=4)C(C)(C)C=3C=CC=2)C=CC=CC=1. The product is [Cl:18][C:4]1[N:3]=[C:2]([NH:27][C:23]2[CH:22]=[C:21]([CH:20]([F:28])[F:19])[CH:26]=[CH:25][N:24]=2)[CH:7]=[C:6]([CH:8]2[CH2:13][CH2:12][N:11]([CH:14]3[CH2:17][O:16][CH2:15]3)[CH2:10][CH2:9]2)[CH:5]=1. The yield is 0.770. (2) The reactants are [CH2:1]([N:5]([S:15]([C:18]1[CH:23]=[CH:22][C:21]([N+:24]([O-:26])=[O:25])=[CH:20][CH:19]=1)(=[O:17])=[O:16])[C@H:6]([C:12]([OH:14])=[O:13])[CH2:7][CH2:8][CH2:9][CH2:10][NH2:11])[CH:2]([CH3:4])[CH3:3].[CH3:27][O:28][C:29]1[CH:30]=[C:31]([CH:37]=[C:38]([O:40][CH3:41])[CH:39]=1)[CH:32]=[CH:33][C:34](O)=[O:35]. No catalyst specified. The product is [CH2:1]([N:5]([S:15]([C:18]1[CH:23]=[CH:22][C:21]([N+:24]([O-:26])=[O:25])=[CH:20][CH:19]=1)(=[O:17])=[O:16])[C@H:6]([C:12]([OH:14])=[O:13])[CH2:7][CH2:8][CH2:9][CH2:10][NH:11][C:34](=[O:35])[CH:33]=[CH:32][C:31]1[CH:30]=[C:29]([O:28][CH3:27])[CH:39]=[C:38]([O:40][CH3:41])[CH:37]=1)[CH:2]([CH3:4])[CH3:3]. The yield is 0.660. (3) The yield is 0.930. The reactants are [CH3:1][O:2][C:3]1[CH:4]=[C:5]([CH:8]=[C:9]([O:11][CH3:12])[CH:10]=1)[CH:6]=O.[C:13]1(P(C2C=CC=CC=2)C2C=CC=CC=2)[CH:18]=CC=C[CH:14]=1.C1(C)C=CC=CC=1.C([O-])(=[O:41])C. The catalyst is C(OCC)(=O)C. The product is [CH3:1][O:2][C:3]1[CH:4]=[C:5]([CH:6]=[CH:14][C:13](=[O:41])[CH3:18])[CH:8]=[C:9]([O:11][CH3:12])[CH:10]=1. (4) The reactants are Br[C:2]1[CH:3]=[CH:4][C:5]([F:9])=[C:6]([CH3:8])[CH:7]=1.[Li]CCCC.[B:15](OC(C)C)([O:20]C(C)C)[O:16]C(C)C. The catalyst is C1COCC1. The product is [F:9][C:5]1[CH:4]=[CH:3][C:2]([B:15]([OH:20])[OH:16])=[CH:7][C:6]=1[CH3:8]. The yield is 0.840. (5) The product is [C:1]([NH:5][C:6]1[N:14]=[C:13]([Cl:15])[CH:12]=[CH:11][C:7]=1[C:8]#[N:10])([CH3:4])([CH3:2])[CH3:3]. The yield is 0.800. The reactants are [C:1]([NH:5][C:6]1[N:14]=[C:13]([Cl:15])[CH:12]=[CH:11][C:7]=1[C:8]([NH2:10])=O)([CH3:4])([CH3:3])[CH3:2].N1C=CC=CC=1.O=P(Cl)(Cl)Cl.[OH-].[Na+]. The catalyst is C(#N)C. (6) The reactants are [F:1][C:2]1[CH:32]=[CH:31][C:5]([O:6][C:7]2[CH:30]=[CH:29][C:10]([CH2:11][S:12][C:13]3[NH:14][CH:15]=[C:16]([CH2:20][C:21]4[CH:22]=[N:23][C:24]([O:27][CH3:28])=[N:25][CH:26]=4)[C:17](=[O:19])[N:18]=3)=[CH:9][CH:8]=2)=[CH:4][CH:3]=1.[CH3:33]CN(C(C)C)C(C)C.CI. The catalyst is C(Cl)Cl. The product is [F:1][C:2]1[CH:3]=[CH:4][C:5]([O:6][C:7]2[CH:30]=[CH:29][C:10]([CH2:11][S:12][C:13]3[N:14]([CH3:33])[CH:15]=[C:16]([CH2:20][C:21]4[CH:26]=[N:25][C:24]([O:27][CH3:28])=[N:23][CH:22]=4)[C:17](=[O:19])[N:18]=3)=[CH:9][CH:8]=2)=[CH:31][CH:32]=1. The yield is 0.291. (7) The catalyst is CS(C)=O.C1C=CC(P(C2C=CC=CC=2)[C-]2C=CC=C2)=CC=1.C1C=CC(P(C2C=CC=CC=2)[C-]2C=CC=C2)=CC=1.Cl[Pd]Cl.[Fe+2]. The product is [F:10][C:9]([F:12])([F:11])[C:8]([C:4]1[CH:5]=[CH:6][CH:7]=[C:2]([B:21]2[O:22][C:23]([CH3:25])([CH3:24])[C:19]([CH3:35])([CH3:18])[O:20]2)[CH:3]=1)([OH:17])[C:13]([F:16])([F:15])[F:14]. The yield is 0.280. The reactants are Br[C:2]1[CH:3]=[C:4]([C:8]([OH:17])([C:13]([F:16])([F:15])[F:14])[C:9]([F:12])([F:11])[F:10])[CH:5]=[CH:6][CH:7]=1.[CH3:18][C:19]1([CH3:35])[C:23]([CH3:25])([CH3:24])[O:22][B:21]([B:21]2[O:22][C:23]([CH3:25])([CH3:24])[C:19]([CH3:35])([CH3:18])[O:20]2)[O:20]1.CC([O-])=O.[K+]. (8) The reactants are Br[CH:2]1[CH2:20][CH2:19][C:5]2=[CH:6][C:7]3[C:8]4[CH:17]=[CH:16][C:15]([Cl:18])=[CH:14][C:9]=4[CH2:10][O:11][C:12]=3[CH:13]=[C:4]2[C:3]1=[O:21].[C:22]([O:26][C:27]([N:29]1[CH2:33][C@@H:32]([CH3:34])[CH2:31][C@H:30]1[C:35]([OH:37])=[O:36])=[O:28])([CH3:25])([CH3:24])[CH3:23].CCN(C(C)C)C(C)C. The catalyst is CC#N.CCOC(C)=O. The product is [CH3:34][C@@H:32]1[CH2:33][N:29]([C:27]([O:26][C:22]([CH3:23])([CH3:25])[CH3:24])=[O:28])[C@H:30]([C:35]([O:37][CH:2]2[CH2:20][CH2:19][C:5]3=[CH:6][C:7]4[C:8]5[CH:17]=[CH:16][C:15]([Cl:18])=[CH:14][C:9]=5[CH2:10][O:11][C:12]=4[CH:13]=[C:4]3[C:3]2=[O:21])=[O:36])[CH2:31]1. The yield is 0.700. (9) The reactants are [NH:1]1[CH:5]=[C:4]([C:6]2[CH:26]=[CH:25][CH:24]=[CH:23][C:7]=2[O:8][CH2:9][C:10]([C:12]2[CH:22]=[CH:21][CH:20]=[CH:19][C:13]=2[C:14]([O:16]CC)=[O:15])=[O:11])[N:3]=[CH:2]1.O[Li].O.Cl.N. The catalyst is O1CCCC1.O. The product is [NH:1]1[CH:5]=[C:4]([C:6]2[CH:26]=[CH:25][CH:24]=[CH:23][C:7]=2[O:8][CH2:9][C:10]([C:12]2[CH:22]=[CH:21][CH:20]=[CH:19][C:13]=2[C:14]([OH:16])=[O:15])=[O:11])[N:3]=[CH:2]1. The yield is 0.460.